This data is from Reaction yield outcomes from USPTO patents with 853,638 reactions. The task is: Predict the reaction yield, written as a fraction of the theoretical maximum amount of product (1.0 means a 100% yield; for example, 0.34 means a 34% yield). (1) The reactants are [CH2:1]([O:19][CH2:20][C:21]([CH2:58][O:59][CH2:60][CH2:61][CH2:62][CH2:63][CH2:64][CH2:65][CH2:66][CH2:67][CH2:68][CH2:69][CH2:70][CH2:71][CH2:72][CH2:73][CH2:74][CH2:75][CH2:76][CH3:77])([CH2:38][O:39][CH2:40][CH2:41][CH2:42][CH2:43][CH2:44][CH2:45][CH2:46][CH2:47][CH2:48][CH2:49][CH2:50][CH2:51][CH2:52][CH2:53][CH2:54][CH2:55][CH2:56][CH3:57])[CH2:22][O:23][C:24]1[CH:36]=[CH:35][C:34]2[C:33]3[C:28](=[CH:29][CH:30]=[CH:31][CH:32]=3)[C:27](=[O:37])[C:26]=2[CH:25]=1)[CH2:2][CH2:3][CH2:4][CH2:5][CH2:6][CH2:7][CH2:8][CH2:9][CH2:10][CH2:11][CH2:12][CH2:13][CH2:14][CH2:15][CH2:16][CH2:17][CH3:18].[Cl:78][C:79]1[CH:84]=[CH:83][C:82]([Mg]Br)=[CH:81][CH:80]=1. The catalyst is C1COCC1. The product is [CH2:40]([O:39][CH2:38][C:21]([CH2:58][O:59][CH2:60][CH2:61][CH2:62][CH2:63][CH2:64][CH2:65][CH2:66][CH2:67][CH2:68][CH2:69][CH2:70][CH2:71][CH2:72][CH2:73][CH2:74][CH2:75][CH2:76][CH3:77])([CH2:20][O:19][CH2:1][CH2:2][CH2:3][CH2:4][CH2:5][CH2:6][CH2:7][CH2:8][CH2:9][CH2:10][CH2:11][CH2:12][CH2:13][CH2:14][CH2:15][CH2:16][CH2:17][CH3:18])[CH2:22][O:23][C:24]1[CH:36]=[CH:35][C:34]2[C:33]3[C:28](=[CH:29][CH:30]=[CH:31][CH:32]=3)[C:27]([C:82]3[CH:83]=[CH:84][C:79]([Cl:78])=[CH:80][CH:81]=3)([OH:37])[C:26]=2[CH:25]=1)[CH2:41][CH2:42][CH2:43][CH2:44][CH2:45][CH2:46][CH2:47][CH2:48][CH2:49][CH2:50][CH2:51][CH2:52][CH2:53][CH2:54][CH2:55][CH2:56][CH3:57]. The yield is 0.770. (2) The reactants are [CH:1]1([NH:6][C:7]2[N:12]3[N:13]=[C:14]([C:28]4[CH:33]=[CH:32][C:31]([OH:34])=[CH:30][CH:29]=4)[C:15]([C:16]4[CH:21]=[CH:20][N:19]=[C:18]([NH:22][CH:23]5[CH2:27][CH2:26][CH2:25][CH2:24]5)[N:17]=4)=[C:11]3[CH:10]=[CH:9][CH:8]=2)[CH2:5][CH2:4][CH2:3][CH2:2]1.[CH2:35](Br)[CH:36]=[CH2:37].C(=O)([O-])[O-].[K+].[K+].O. The catalyst is CN(C)C=O. The product is [CH2:37]([O:34][C:31]1[CH:30]=[CH:29][C:28]([C:14]2[C:15]([C:16]3[CH:21]=[CH:20][N:19]=[C:18]([NH:22][CH:23]4[CH2:24][CH2:25][CH2:26][CH2:27]4)[N:17]=3)=[C:11]3[CH:10]=[CH:9][CH:8]=[C:7]([NH:6][CH:1]4[CH2:2][CH2:3][CH2:4][CH2:5]4)[N:12]3[N:13]=2)=[CH:33][CH:32]=1)[CH:36]=[CH2:35]. The yield is 0.610. (3) The yield is 0.960. The reactants are [C:1]1([S:7](Cl)(=[O:9])=[O:8])[CH:6]=[CH:5][CH:4]=[CH:3][CH:2]=1.[NH:11]1[C:19]2[C:14](=[CH:15][CH:16]=[CH:17][CH:18]=2)[CH2:13][CH2:12]1.CCN(CC)CC. The catalyst is CN(C1C=CN=CC=1)C.C(Cl)Cl. The product is [C:1]1([S:7]([N:11]2[C:19]3[C:14](=[CH:15][CH:16]=[CH:17][CH:18]=3)[CH2:13][CH2:12]2)(=[O:9])=[O:8])[CH:6]=[CH:5][CH:4]=[CH:3][CH:2]=1. (4) The reactants are [F:1][C:2]1[CH:3]=[C:4]2[C:9](=[CH:10][C:11]=1[F:12])[N:8]=[C:7]([O:13][CH3:14])[C:6]([NH:15][C:16](=[O:20])OCC)=[N:5]2.[CH3:21][O:22][C:23]1[CH:24]=[C:25]([N:29]2[CH2:34][CH2:33][NH:32][CH2:31][CH2:30]2)[CH:26]=[CH:27][CH:28]=1.C1CCN2C(=NCCC2)CC1. The catalyst is O1CCCC1. The product is [F:1][C:2]1[CH:3]=[C:4]2[C:9](=[CH:10][C:11]=1[F:12])[N:8]=[C:7]([O:13][CH3:14])[C:6]([NH:15][C:16]([N:32]1[CH2:31][CH2:30][N:29]([C:25]3[CH:26]=[CH:27][CH:28]=[C:23]([O:22][CH3:21])[CH:24]=3)[CH2:34][CH2:33]1)=[O:20])=[N:5]2. The yield is 0.760. (5) The reactants are Br[C:2]1[C:3]([O:15][C:16]2[C:21]([F:22])=[CH:20][CH:19]=[CH:18][C:17]=2[F:23])=[CH:4][C:5]([NH:8][C:9]2[S:10][CH:11]=[C:12]([CH3:14])[N:13]=2)=[N:6][CH:7]=1.C[Li].C([Li])CCC.CN(C)[CH:33]=[O:34]. The catalyst is O.C1COCC1. The product is [F:23][C:17]1[CH:18]=[CH:19][CH:20]=[C:21]([F:22])[C:16]=1[O:15][C:3]1[C:2]([CH:33]=[O:34])=[CH:7][N:6]=[C:5]([NH:8][C:9]2[S:10][CH:11]=[C:12]([CH3:14])[N:13]=2)[CH:4]=1. The yield is 0.512. (6) The reactants are Cl[C:2]1[N:7]=[C:6]([N:8]([CH3:13])[S:9]([CH3:12])(=[O:11])=[O:10])[C:5]([Cl:14])=[C:4]([NH:15][C:16]2[CH:20]=[C:19]([O:21][CH3:22])[NH:18][N:17]=2)[N:3]=1.ClC1C(NC2C=C(OC)NN=2)=NC([NH:30][C@H:31]([C:33]2[N:38]=[CH:37][C:36]([F:39])=[CH:35][N:34]=2)[CH3:32])=NC=1.CCN(C(C)C)C(C)C. No catalyst specified. The product is [Cl:14][C:5]1[C:6]([N:8]([CH3:13])[S:9]([CH3:12])(=[O:11])=[O:10])=[N:7][C:2]([NH:30][C@H:31]([C:33]2[N:38]=[CH:37][C:36]([F:39])=[CH:35][N:34]=2)[CH3:32])=[N:3][C:4]=1[NH:15][C:16]1[CH:20]=[C:19]([O:21][CH3:22])[NH:18][N:17]=1. The yield is 0.770.